This data is from Reaction yield outcomes from USPTO patents with 853,638 reactions. The task is: Predict the reaction yield, written as a fraction of the theoretical maximum amount of product (1.0 means a 100% yield; for example, 0.34 means a 34% yield). (1) The reactants are [Cl:1][C:2]1[CH:7]=[C:6]2[NH:8][C:9](=O)[C:10]3([CH:15]([C:16]4[CH:21]=[CH:20][CH:19]=[C:18]([Cl:22])[CH:17]=4)[CH2:14][C:13](=O)[NH:12][CH:11]3[C:24]3[CH:29]=[CH:28][CH:27]=[C:26]([F:30])[CH:25]=3)[C:5]2=[CH:4][CH:3]=1.[CH3:32][O:33][CH:34]([Si:36]([CH3:39])([CH3:38])[CH3:37])[CH3:35].[BH4-].[Na+]. The catalyst is CO. The product is [Cl:1][C:2]1[CH:7]=[C:6]2[N:8]=[CH:9][C:10]3([CH:15]([C:16]4[CH:21]=[CH:20][CH:19]=[C:18]([Cl:22])[CH:17]=4)[CH2:14][CH2:13][NH:12][CH:11]3[C:24]3[CH:29]=[CH:28][CH:27]=[C:26]([F:30])[CH:25]=3)[C:5]2=[CH:4][CH:3]=1.[CH3:32][O:33][CH:34]([Si:36]([CH3:39])([CH3:38])[CH3:37])[CH3:35]. The yield is 0.160. (2) The reactants are [Br:1][C:2]1[CH:3]=[N:4][C:5]([C:8]2[CH2:9][CH2:10][O:11][CH2:12][CH:13]=2)=[N:6][CH:7]=1.ClC1C=C(C(OO)=[O:22])C=CC=1. The catalyst is C(Cl)Cl. The product is [Br:1][C:2]1[CH:3]=[N:4][C:5]([C:8]23[O:22][CH:9]2[CH2:10][O:11][CH2:12][CH2:13]3)=[N:6][CH:7]=1. The yield is 0.180.